Dataset: Reaction yield outcomes from USPTO patents with 853,638 reactions. Task: Predict the reaction yield, written as a fraction of the theoretical maximum amount of product (1.0 means a 100% yield; for example, 0.34 means a 34% yield). (1) The reactants are [Cl:1][C:2]1[CH:10]=[C:9]2[C:5]([C:6](=[O:20])[C:7](=[O:19])[N:8]2[CH:11]([CH2:15][CH:16]([CH3:18])[CH3:17])[C:12]([OH:14])=O)=[CH:4][CH:3]=1.[CH3:21][N:22]1[CH:26]=[CH:25][C:24]([NH2:27])=[N:23]1.C(N(CC)C(C)C)(C)C.F[P-](F)(F)(F)(F)F.N1(O[P+](N(C)C)(N(C)C)N(C)C)C2C=CC=CC=2N=N1. The catalyst is CN(C)C=O.C(OCC)(=O)C. The product is [CH3:21][N:22]1[CH:26]=[CH:25][C:24]([NH:27][C:12](=[O:14])[CH:11]([N:8]2[C:9]3[C:5](=[CH:4][CH:3]=[C:2]([Cl:1])[CH:10]=3)[C:6](=[O:20])[C:7]2=[O:19])[CH2:15][CH:16]([CH3:18])[CH3:17])=[N:23]1. The yield is 0.470. (2) The reactants are C([O:3][C:4](=O)[C:5]1[CH:10]=[CH:9][C:8]([Cl:11])=[C:7]([O:12][CH2:13][CH3:14])[CH:6]=1)C.[H-].C([Al+]CC(C)C)C(C)C. The catalyst is C1COCC1. The product is [Cl:11][C:8]1[CH:9]=[CH:10][C:5]([CH2:4][OH:3])=[CH:6][C:7]=1[O:12][CH2:13][CH3:14]. The yield is 1.00. (3) The reactants are [C:1]([CH2:3][N:4]([C:11]1[CH:16]=[CH:15][C:14]([Cl:17])=[C:13]([Cl:18])[CH:12]=1)[CH2:5][C:6]([O:8]CC)=[O:7])#[N:2].[Li+].[OH-].FC(F)(F)C(O)=O.Cl.O1CCOCC1. The catalyst is C1COCC1.O.CC#N.O. The product is [C:1]([CH2:3][N:4]([C:11]1[CH:16]=[CH:15][C:14]([Cl:17])=[C:13]([Cl:18])[CH:12]=1)[CH2:5][C:6]([OH:8])=[O:7])#[N:2]. The yield is 0.960. (4) The reactants are [OH:1][C:2]1[C:11]([CH3:12])=[C:10]([OH:13])[CH:9]=[CH:8][C:3]=1[C:4]([O:6][CH3:7])=[O:5].C(=O)([O-])[O-].[K+].[K+].[CH3:20][O:21][CH2:22]Cl. The catalyst is CC(C)=O. The product is [OH:1][C:2]1[C:11]([CH3:12])=[C:10]([O:13][CH2:20][O:21][CH3:22])[CH:9]=[CH:8][C:3]=1[C:4]([O:6][CH3:7])=[O:5]. The yield is 0.650. (5) The reactants are C([O:3][C:4](=[O:40])[CH2:5][O:6][C:7]1[CH:12]=[CH:11][C:10]([S:13][CH:14]([C:23]2[S:27][C:26]([C:28]3[CH:33]=[CH:32][C:31]([C:34]([F:37])([F:36])[F:35])=[CH:30][CH:29]=3)=[N:25][C:24]=2[CH3:38])[CH2:15][CH2:16][C:17]2[CH:22]=[CH:21][CH:20]=[CH:19][CH:18]=2)=[CH:9][C:8]=1[CH3:39])C.[OH-].[Na+].Cl. The catalyst is C(O)C. The product is [F:37][C:34]([F:35])([F:36])[C:31]1[CH:32]=[CH:33][C:28]([C:26]2[S:27][C:23]([CH:14]([S:13][C:10]3[CH:11]=[CH:12][C:7]([O:6][CH2:5][C:4]([OH:40])=[O:3])=[C:8]([CH3:39])[CH:9]=3)[CH2:15][CH2:16][C:17]3[CH:18]=[CH:19][CH:20]=[CH:21][CH:22]=3)=[C:24]([CH3:38])[N:25]=2)=[CH:29][CH:30]=1. The yield is 0.990. (6) The reactants are C[Al](C)C.CO[C:7]([C:9]1[S:13][C:12]([N:14]2[CH2:19][CH2:18][N:17]([C:20]([O:22][C:23]([CH3:26])([CH3:25])[CH3:24])=[O:21])[CH2:16][CH2:15]2)=[CH:11][CH:10]=1)=[O:8].[CH3:27][O:28][C:29]1[CH:30]=[C:31]([CH2:37][CH2:38][C:39]2[CH:40]=[C:41]([NH2:44])[NH:42][N:43]=2)[CH:32]=[C:33]([O:35][CH3:36])[CH:34]=1. The catalyst is C1(C)C=CC=CC=1.CC(C)=O. The product is [CH3:36][O:35][C:33]1[CH:32]=[C:31]([CH2:37][CH2:38][C:39]2[CH:40]=[C:41]([NH:44][C:7]([C:9]3[S:13][C:12]([N:14]4[CH2:15][CH2:16][N:17]([C:20]([O:22][C:23]([CH3:24])([CH3:25])[CH3:26])=[O:21])[CH2:18][CH2:19]4)=[CH:11][CH:10]=3)=[O:8])[NH:42][N:43]=2)[CH:30]=[C:29]([O:28][CH3:27])[CH:34]=1. The yield is 0.502. (7) The reactants are [Br:1][C:2]1[CH:7]=[CH:6][CH:5]=[CH:4][C:3]=1[OH:8].C(=O)([O-])[O-].[K+].[K+].F[C:16]1[CH:23]=[CH:22][CH:21]=[CH:20][C:17]=1[C:18]#[N:19]. The catalyst is CN(C=O)C. The product is [Br:1][C:2]1[CH:7]=[CH:6][CH:5]=[CH:4][C:3]=1[O:8][C:16]1[CH:23]=[CH:22][CH:21]=[CH:20][C:17]=1[C:18]#[N:19]. The yield is 0.917.